This data is from Full USPTO retrosynthesis dataset with 1.9M reactions from patents (1976-2016). The task is: Predict the reactants needed to synthesize the given product. (1) Given the product [OH:3][CH2:2][CH2:1][NH:4][C:31]([C:25]1([C:21]2[CH:22]=[CH:23][CH:24]=[C:19]([S:18][C:15]3[CH:16]=[CH:17][C:12]([N:8]4[C:9](=[O:11])[NH:10][C:6]([CH3:5])=[N:7]4)=[CH:13][CH:14]=3)[CH:20]=2)[CH2:30][CH2:29][O:28][CH2:27][CH2:26]1)=[O:32], predict the reactants needed to synthesize it. The reactants are: [CH2:1]([NH2:4])[CH2:2][OH:3].[CH3:5][C:6]1[NH:10][C:9](=[O:11])[N:8]([C:12]2[CH:17]=[CH:16][C:15]([S:18][C:19]3[CH:20]=[C:21]([C:25]4([C:31](OCC)=[O:32])[CH2:30][CH2:29][O:28][CH2:27][CH2:26]4)[CH:22]=[CH:23][CH:24]=3)=[CH:14][CH:13]=2)[N:7]=1. (2) Given the product [CH2:1]([C:5]1[CH:10]=[CH:9][C:8]([C:11]#[C:12][C:13]2[CH:41]=[CH:40][C:16]([CH2:17][N:18]([CH2:27][C:28]3[CH:29]=[CH:30][C:31]([O:32][CH2:33][C:34]([OH:36])=[O:35])=[CH:38][CH:39]=3)[C:19](=[O:26])[CH2:20][O:21][CH2:22][CH2:23][O:24][CH3:25])=[CH:15][CH:14]=2)=[CH:7][CH:6]=1)[CH2:2][CH2:3][CH3:4], predict the reactants needed to synthesize it. The reactants are: [CH2:1]([C:5]1[CH:10]=[CH:9][C:8]([C:11]#[C:12][C:13]2[CH:41]=[CH:40][C:16]([CH2:17][N:18]([CH2:27][C:28]3[CH:39]=[CH:38][C:31]([O:32][CH2:33][C:34]([O:36]C)=[O:35])=[CH:30][CH:29]=3)[C:19](=[O:26])[CH2:20][O:21][CH2:22][CH2:23][O:24][CH3:25])=[CH:15][CH:14]=2)=[CH:7][CH:6]=1)[CH2:2][CH2:3][CH3:4].[OH-].[Na+]. (3) Given the product [CH2:3]([N:10]1[CH:15]2[CH2:16][CH2:17][CH:11]1[CH2:12][C:13](=[N:1][OH:2])[CH2:14]2)[C:4]1[CH:9]=[CH:8][CH:7]=[CH:6][CH:5]=1, predict the reactants needed to synthesize it. The reactants are: [NH2:1][OH:2].[CH2:3]([N:10]1[CH:15]2[CH2:16][CH2:17][CH:11]1[CH2:12][C:13](=O)[CH2:14]2)[C:4]1[CH:9]=[CH:8][CH:7]=[CH:6][CH:5]=1. (4) Given the product [Cl:1][C:2]1[C:3]([C:21]2[N:25]3[CH:26]=[CH:27][CH:28]=[CH:29][C:24]3=[N:23][CH:22]=2)=[N:4][C:5]([NH:8][C:9]2[CH:14]=[CH:13][C:12]([CH2:15][C:16]([N:30]3[CH2:34][CH2:33][C@H:32]([OH:35])[CH2:31]3)=[O:18])=[CH:11][C:10]=2[O:19][CH3:20])=[N:6][CH:7]=1, predict the reactants needed to synthesize it. The reactants are: [Cl:1][C:2]1[C:3]([C:21]2[N:25]3[CH:26]=[CH:27][CH:28]=[CH:29][C:24]3=[N:23][CH:22]=2)=[N:4][C:5]([NH:8][C:9]2[CH:14]=[CH:13][C:12]([CH2:15][C:16]([OH:18])=O)=[CH:11][C:10]=2[O:19][CH3:20])=[N:6][CH:7]=1.[NH:30]1[CH2:34][CH2:33][C@H:32]([OH:35])[CH2:31]1. (5) Given the product [Cl:46][C:45]1[CH:44]=[CH:43][C:26]([O:27][C:28]2[CH:29]=[CH:30][C:31]3[N:32]([N:34]=[C:35]([NH:37][C:38]([CH:40]4[CH2:42][CH2:41]4)=[O:39])[N:36]=3)[CH:33]=2)=[CH:25][C:24]=1[NH:23][C:7]([C:5]1[C:4]([C:10]([F:13])([F:12])[F:11])=[N:3][N:2]([CH3:1])[CH:6]=1)=[O:8], predict the reactants needed to synthesize it. The reactants are: [CH3:1][N:2]1[CH:6]=[C:5]([C:7](O)=[O:8])[C:4]([C:10]([F:13])([F:12])[F:11])=[N:3]1.O1CCCC1.S(Cl)(Cl)=O.[NH2:23][C:24]1[CH:25]=[C:26]([CH:43]=[CH:44][C:45]=1[Cl:46])[O:27][C:28]1[CH:29]=[CH:30][C:31]2[N:32]([N:34]=[C:35]([NH:37][C:38]([CH:40]3[CH2:42][CH2:41]3)=[O:39])[N:36]=2)[CH:33]=1. (6) Given the product [Br:17][C:15]1[CH:16]=[C:11]([C@@H:2]([NH:1][C:26]([C@@H:28]2[CH2:33][CH2:32][CH2:31][N:30]([C:34](=[O:50])[CH2:35][CH2:36][CH:37]3[CH2:42][CH2:41][N:40]([C:43]([O:45][C:46]([CH3:48])([CH3:47])[CH3:49])=[O:44])[CH2:39][CH2:38]3)[CH2:29]2)=[O:25])[CH2:3][C:4]([O:6][C:7]([CH3:10])([CH3:9])[CH3:8])=[O:5])[CH:12]=[N:13][CH:14]=1, predict the reactants needed to synthesize it. The reactants are: [NH2:1][C@H:2]([C:11]1[CH:12]=[N:13][CH:14]=[C:15]([Br:17])[CH:16]=1)[CH2:3][C:4]([O:6][C:7]([CH3:10])([CH3:9])[CH3:8])=[O:5].O=C1CCC(=O)N1[O:25][C:26]([C@@H:28]1[CH2:33][CH2:32][CH2:31][N:30]([C:34](=[O:50])[CH2:35][CH2:36][CH:37]2[CH2:42][CH2:41][N:40]([C:43]([O:45][C:46]([CH3:49])([CH3:48])[CH3:47])=[O:44])[CH2:39][CH2:38]2)[CH2:29]1)=O.C(N(CC)CC)C. (7) Given the product [F:15][C:5]1[CH:4]=[CH:3][C:2]([C:21]2[N:25]3[CH:26]=[CH:27][C:28]([C:30]([F:31])([F:32])[F:33])=[N:29][C:24]3=[N:23][CH:22]=2)=[CH:7][C:6]=1[C:8]1[CH:13]=[C:12]([CH3:14])[CH:11]=[CH:10][N:9]=1, predict the reactants needed to synthesize it. The reactants are: Br[C:2]1[CH:3]=[CH:4][C:5]([F:15])=[C:6]([C:8]2[CH:13]=[C:12]([CH3:14])[CH:11]=[CH:10][N:9]=2)[CH:7]=1.C([Sn](CCCC)(CCCC)[C:21]1[N:25]2[CH:26]=[CH:27][C:28]([C:30]([F:33])([F:32])[F:31])=[N:29][C:24]2=[N:23][CH:22]=1)CCC.